From a dataset of Full USPTO retrosynthesis dataset with 1.9M reactions from patents (1976-2016). Predict the reactants needed to synthesize the given product. (1) Given the product [NH2:22][CH:16]([CH2:15][C:11]1[CH:12]=[CH:13][CH:14]=[C:9]([O:8][CH2:1][C:2]2[CH:7]=[CH:6][CH:5]=[CH:4][CH:3]=2)[CH:10]=1)[C:17]([O:19][CH2:20][CH3:21])=[O:18], predict the reactants needed to synthesize it. The reactants are: [CH2:1]([O:8][C:9]1[CH:10]=[C:11]([CH2:15][CH:16]([NH:22]C(OC(C)(C)C)=O)[C:17]([O:19][CH2:20][CH3:21])=[O:18])[CH:12]=[CH:13][CH:14]=1)[C:2]1[CH:7]=[CH:6][CH:5]=[CH:4][CH:3]=1.C(O)(C(F)(F)F)=O. (2) Given the product [Cl:11][C:8]1[CH:9]=[C:10]2[C:5](=[CH:6][CH:7]=1)[NH:4][C:3](=[O:12])[C:2]2([N:24]([CH2:23][CH2:22][OH:21])[C@@H:25]([CH3:31])[C:26]([N:28]([CH3:30])[CH3:29])=[O:27])[C:13]1[CH:18]=[CH:17][CH:16]=[CH:15][C:14]=1[O:19][CH3:20], predict the reactants needed to synthesize it. The reactants are: Cl[C:2]1([C:13]2[CH:18]=[CH:17][CH:16]=[CH:15][C:14]=2[O:19][CH3:20])[C:10]2[C:5](=[CH:6][CH:7]=[C:8]([Cl:11])[CH:9]=2)[NH:4][C:3]1=[O:12].[OH:21][CH2:22][CH2:23][NH:24][C@@H:25]([CH3:31])[C:26]([N:28]([CH3:30])[CH3:29])=[O:27]. (3) Given the product [CH2:1]([O:8][C:9]([NH:11][C@@H:12]([CH2:17][C:18]1[CH:23]=[CH:22][C:21]([CH:24]2[S:28](=[O:30])(=[O:29])[NH:27][C:26](=[O:39])[CH2:25]2)=[C:20]([Br:40])[CH:19]=1)[C:13]([O:15][CH3:16])=[O:14])=[O:10])[C:2]1[CH:7]=[CH:6][CH:5]=[CH:4][CH:3]=1, predict the reactants needed to synthesize it. The reactants are: [CH2:1]([O:8][C:9]([NH:11][C@@H:12]([CH2:17][C:18]1[CH:23]=[CH:22][C:21]([CH:24]2[S:28](=[O:30])(=[O:29])[N:27](COCC[Si](C)(C)C)[C:26](=[O:39])[CH2:25]2)=[C:20]([Br:40])[CH:19]=1)[C:13]([O:15][CH3:16])=[O:14])=[O:10])[C:2]1[CH:7]=[CH:6][CH:5]=[CH:4][CH:3]=1.FC(F)(F)C(O)=O. (4) Given the product [CH2:1]([O:8][C:9]1[CH:17]=[CH:16][CH:15]=[C:14]2[C:10]=1[CH:11]=[CH:12][N:13]2[CH2:18][OH:19])[C:2]1[CH:3]=[CH:4][CH:5]=[CH:6][CH:7]=1, predict the reactants needed to synthesize it. The reactants are: [CH2:1]([O:8][C:9]1[CH:17]=[CH:16][CH:15]=[C:14]2[C:10]=1[CH:11]=[CH:12][NH:13]2)[C:2]1[CH:7]=[CH:6][CH:5]=[CH:4][CH:3]=1.[CH2:18]=[O:19].[OH-].[Na+]. (5) The reactants are: [CH3:1][O:2][C:3]1[C:8]2[C:9](=[O:12])[O:10][CH2:11][C:7]=2[CH:6]=[C:5]([CH2:13][CH:14]=[O:15])[CH:4]=1.[BH4-].[Na+]. Given the product [OH:15][CH2:14][CH2:13][C:5]1[CH:4]=[C:3]([O:2][CH3:1])[C:8]2[C:9](=[O:12])[O:10][CH2:11][C:7]=2[CH:6]=1, predict the reactants needed to synthesize it. (6) Given the product [Br:1][C:2]1[C:3]([CH3:18])=[C:4]([NH:8][C:9]2[C:10]3[C:11](=[CH:12][CH:13]=[CH:14][CH:15]=3)[NH:20][N:19]=2)[CH:5]=[CH:6][CH:7]=1, predict the reactants needed to synthesize it. The reactants are: [Br:1][C:2]1[C:3]([CH3:18])=[C:4]([NH:8][C:9](=S)[C:10]2[CH:15]=[CH:14][CH:13]=[CH:12][C:11]=2F)[CH:5]=[CH:6][CH:7]=1.[NH2:19][NH2:20]. (7) Given the product [F:53][C:51]1([F:54])[CH2:52][CH:49]([C:47]#[C:48][C:27]2[CH:28]=[C:29]([C@@H:33]3[C@@H:37]([C:38]4[CH:43]=[CH:42][C:41]([F:44])=[C:40]([F:45])[CH:39]=4)[O:36][C:35](=[O:46])[NH:34]3)[CH:30]=[N:31][CH:32]=2)[CH2:50]1, predict the reactants needed to synthesize it. The reactants are: CN(C)CC#CC1C=C([C@@H]2[C@@H](C3C=CC=C(F)C=3)OC(=O)N2)C=NC=1.Br[C:27]1[CH:28]=[C:29]([C@@H:33]2[C@@H:37]([C:38]3[CH:43]=[CH:42][C:41]([F:44])=[C:40]([F:45])[CH:39]=3)[O:36][C:35](=[O:46])[NH:34]2)[CH:30]=[N:31][CH:32]=1.[C:47]([CH:49]1[CH2:52][C:51]([F:54])([F:53])[CH2:50]1)#[CH:48]. (8) Given the product [O:12]1[C:61]2[CH:62]=[CH:63][C:58]([C:54]([C:48]3[CH:49]=[C:50]([O:52][CH3:53])[CH:51]=[C:46]([O:45][CH3:44])[CH:47]=3)=[CH:55][C:56]#[N:57])=[CH:59][C:60]=2[O:64][CH2:65][CH2:11]1, predict the reactants needed to synthesize it. The reactants are: C(C1C=C([C:11](C2C=CC(OC)=C(OC)C=2)=[O:12])C=CC=1CC)C.C[Si]([N-][Si](C)(C)C)(C)C.[Li+].C(OP(CC#N)(=O)OCC)C.[CH3:44][O:45][C:46]1[CH:47]=[C:48]([C:54]([C:58]2[CH:63]=[CH:62][CH:61]=[C:60]([O:64][CH3:65])[CH:59]=2)=[CH:55][C:56]#[N:57])[CH:49]=[C:50]([O:52][CH3:53])[CH:51]=1.